The task is: Predict the product of the given reaction.. This data is from Forward reaction prediction with 1.9M reactions from USPTO patents (1976-2016). (1) Given the reactants C(OC([N:8]1[CH2:13][CH2:12][CH2:11][C@@H:10]([N:14]2[C:23]3[C:18](=[CH:19][C:20]([C:24]4[CH:25]=[N:26][C:27]([NH:39][C:40]([NH:42][CH2:43][CH3:44])=[O:41])=[CH:28][C:29]=4[C:30]4[S:31][CH:32]=[C:33]([C:35]([F:38])([F:37])[F:36])[N:34]=4)=[CH:21][N:22]=3)[C:17](=[O:45])[C:16]([C:46]([O:48][CH2:49][CH3:50])=[O:47])=[CH:15]2)[CH2:9]1)=O)(C)(C)C.Cl, predict the reaction product. The product is: [CH2:43]([NH:42][C:40](=[O:41])[NH:39][C:27]1[N:26]=[CH:25][C:24]([C:20]2[CH:19]=[C:18]3[C:23](=[N:22][CH:21]=2)[N:14]([C@@H:10]2[CH2:11][CH2:12][CH2:13][NH:8][CH2:9]2)[CH:15]=[C:16]([C:46]([O:48][CH2:49][CH3:50])=[O:47])[C:17]3=[O:45])=[C:29]([C:30]2[S:31][CH:32]=[C:33]([C:35]([F:37])([F:36])[F:38])[N:34]=2)[CH:28]=1)[CH3:44]. (2) Given the reactants Cl[C:2]1[C:7]([N+:8]([O-:10])=[O:9])=[C:6]([C:11]2[CH:16]=[CH:15][C:14]([Cl:17])=[CH:13][C:12]=2[Cl:18])[CH:5]=[CH:4][N:3]=1.[CH3:19][O:20][CH2:21][CH:22]([NH2:24])[CH3:23].CCN(C(C)C)C(C)C, predict the reaction product. The product is: [Cl:18][C:12]1[CH:13]=[C:14]([Cl:17])[CH:15]=[CH:16][C:11]=1[C:6]1[CH:5]=[CH:4][N:3]=[C:2]([NH:24][CH:22]([CH3:23])[CH2:21][O:20][CH3:19])[C:7]=1[N+:8]([O-:10])=[O:9]. (3) The product is: [CH3:14][N:13]1[C:9]([C:6]2[CH:5]=[CH:4][C:3]([OH:2])=[CH:8][CH:7]=2)=[C:10]([C:15]2[CH:20]=[CH:19][N:18]=[CH:17][CH:16]=2)[N:11]=[N:12]1. Given the reactants C[O:2][C:3]1[CH:8]=[CH:7][C:6]([C:9]2[N:13]([CH3:14])[N:12]=[N:11][C:10]=2[C:15]2[CH:20]=[CH:19][N:18]=[CH:17][CH:16]=2)=[CH:5][CH:4]=1.B(Br)(Br)Br.[OH-].[Na+], predict the reaction product. (4) Given the reactants [NH2:1][C:2]1[C:7]([NH2:8])=[C:6]([NH:9][C@@H:10]2[C@@H:15]3[CH2:16][C@@H:12]([CH:13]=[CH:14]3)[C@@H:11]2[C:17]([NH2:19])=[O:18])[C:5]([Br:20])=[CH:4][N:3]=1.C(OC([N:28]1[CH2:33][CH2:32][C:31]2([CH2:38][CH2:37][C:36]3[CH:39]=[C:40]([C:43](O)=O)[CH:41]=[CH:42][C:35]=3[O:34]2)[CH2:30][CH2:29]1)=O)(C)(C)C, predict the reaction product. The product is: [Br:20][C:5]1[C:6]([NH:9][C@@H:10]2[C@@H:15]3[CH2:16][C@@H:12]([CH:13]=[CH:14]3)[C@@H:11]2[C:17]([NH2:19])=[O:18])=[C:7]2[N:8]=[C:43]([C:40]3[CH:39]=[C:36]4[C:35](=[CH:42][CH:41]=3)[O:34][C:31]3([CH2:30][CH2:29][NH:28][CH2:33][CH2:32]3)[CH2:38][CH2:37]4)[NH:1][C:2]2=[N:3][CH:4]=1.